Dataset: Catalyst prediction with 721,799 reactions and 888 catalyst types from USPTO. Task: Predict which catalyst facilitates the given reaction. Reactant: [ClH:1].[F:2][C:3]1[C:8]([F:9])=[CH:7][CH:6]=[CH:5][C:4]=1[C:10]1[N:11]=[C:12]([N:15]2[CH2:20][CH2:19][N:18](C(OC(C)(C)C)=O)[CH2:17][CH2:16]2)[S:13][CH:14]=1.CCCCCC. Product: [ClH:1].[F:2][C:3]1[C:8]([F:9])=[CH:7][CH:6]=[CH:5][C:4]=1[C:10]1[N:11]=[C:12]([N:15]2[CH2:20][CH2:19][NH:18][CH2:17][CH2:16]2)[S:13][CH:14]=1. The catalyst class is: 13.